This data is from Drug-target binding data from BindingDB using IC50 measurements. The task is: Regression. Given a target protein amino acid sequence and a drug SMILES string, predict the binding affinity score between them. We predict pIC50 (pIC50 = -log10(IC50 in M); higher means more potent). Dataset: bindingdb_ic50. The compound is CCCCCCCCCCCC1(C)SC(=O)C(C)C1=O. The target protein (P0A953) has sequence MKRAVITGLGIVSSIGNNQQEVLASLREGRSGITFSQELKDSGMRSHVWGNVKLDTTGLIDRKVVRFMSDASIYAFLSMEQAIADAGLSPEAYQNNPRVGLIAGSGGGSPRFQVFGADAMRGPRGLKAVGPYVVTKAMASGVSACLATPFKIHGVNYSISSACATSAHCIGNAVEQIQLGKQDIVFAGGGEELCWEMACEFDAMGALSTKYNDTPEKASRTYDAHRDGFVIAGGGGMVVVEELEHALARGAHIYAEIVGYGATSDGADMVAPSGEGAVRCMKMAMHGVDTPIDYLNSHGTSTPVGDVKELAAIREVFGDKSPAISATKAMTGHSLGAAGVQEAIYSLLMLEHGFIAPSINIEELDEQAAGLNIVTETTDRELTTVMSNSFGFGGTNATLVMRKLKD. The pIC50 is 3.0.